This data is from Reaction yield outcomes from USPTO patents with 853,638 reactions. The task is: Predict the reaction yield, written as a fraction of the theoretical maximum amount of product (1.0 means a 100% yield; for example, 0.34 means a 34% yield). (1) The reactants are [C:1]([CH:5]1[CH2:14][CH2:13][C:12]2[N:11]=[C:10]3[S:15][C:16]([C:18](Cl)=[O:19])=[CH:17][C:9]3=[CH:8][C:7]=2[CH2:6]1)([CH3:4])([CH3:3])[CH3:2].[N:21]([CH2:24][C@@H:25]([NH2:33])[C:26]1[CH:31]=[CH:30][CH:29]=[C:28]([Br:32])[CH:27]=1)=[N+:22]=[N-:23].C(N(C(C)C)CC)(C)C. The catalyst is ClCCl. The product is [N:21]([CH2:24][C@@H:25]([NH:33][C:18]([C:16]1[S:15][C:10]2=[N:11][C:12]3[CH2:13][CH2:14][CH:5]([C:1]([CH3:4])([CH3:3])[CH3:2])[CH2:6][C:7]=3[CH:8]=[C:9]2[CH:17]=1)=[O:19])[C:26]1[CH:31]=[CH:30][CH:29]=[C:28]([Br:32])[CH:27]=1)=[N+:22]=[N-:23]. The yield is 0.770. (2) The reactants are [NH2:1][C:2]1[CH:11]=[CH:10][C:9]([O:12][CH2:13][CH2:14][O:15][CH3:16])=[CH:8][C:3]=1[C:4](OC)=[O:5].Cl.[CH:18](N)=[NH:19]. The catalyst is CCO. The product is [OH:5][C:4]1[C:3]2[C:2](=[CH:11][CH:10]=[C:9]([O:12][CH2:13][CH2:14][O:15][CH3:16])[CH:8]=2)[N:1]=[CH:18][N:19]=1. The yield is 0.950. (3) The reactants are [Si]([O:8][CH:9]1[CH2:13][CH:12]([C:14]([O:16][CH2:17][CH3:18])=[O:15])[CH:11]([CH2:19][CH3:20])[CH2:10]1)(C(C)(C)C)(C)C.C([SiH](CC)CC)C.[O:28]1[CH2:33][CH2:32][C:31](=O)[CH2:30][CH2:29]1. The catalyst is CC#N.[Bi](Br)(Br)Br. The product is [CH2:19]([CH:11]1[CH2:10][CH:9]([O:8][CH:31]2[CH2:32][CH2:33][O:28][CH2:29][CH2:30]2)[CH2:13][CH:12]1[C:14]([O:16][CH2:17][CH3:18])=[O:15])[CH3:20]. The yield is 0.980.